Predict the reactants needed to synthesize the given product. From a dataset of Full USPTO retrosynthesis dataset with 1.9M reactions from patents (1976-2016). (1) Given the product [F:8][C:6]1[CH:5]=[C:4]([CH2:9][C@@H:10]([C:28]2[C:33]([C:34]3[CH:35]=[CH:36][C:37]([F:43])=[C:38]([CH:42]=3)[C:39]([NH2:41])=[O:40])=[CH:32][CH:31]=[CH:30][N:29]=2)[NH:11][C:12](=[O:27])[CH2:13][N:14]2[C:18]3[CH2:19][CH2:20][CH:21]([OH:22])[C:17]=3[C:16]([C:23]([F:24])([F:25])[F:26])=[N:15]2)[CH:3]=[C:2]([F:1])[CH:7]=1, predict the reactants needed to synthesize it. The reactants are: [F:1][C:2]1[CH:3]=[C:4]([CH2:9][C@@H:10]([C:28]2[C:33]([C:34]3[CH:35]=[CH:36][C:37]([F:43])=[C:38]([CH:42]=3)[C:39]([NH2:41])=[O:40])=[CH:32][CH:31]=[CH:30][N:29]=2)[NH:11][C:12](=[O:27])[CH2:13][N:14]2[C:18]3[CH2:19][CH2:20][C:21](=[O:22])[C:17]=3[C:16]([C:23]([F:26])([F:25])[F:24])=[N:15]2)[CH:5]=[C:6]([F:8])[CH:7]=1.C(Cl)Cl.[BH4-].[Na+]. (2) Given the product [CH2:14]([NH:16][S:10]([C:5]1[CH:6]=[CH:7][CH:8]=[CH:9][C:4]=1[N+:1]([O-:3])=[O:2])(=[O:12])=[O:11])[CH3:15], predict the reactants needed to synthesize it. The reactants are: [N+:1]([C:4]1[CH:9]=[CH:8][CH:7]=[CH:6][C:5]=1[S:10](Cl)(=[O:12])=[O:11])([O-:3])=[O:2].[CH2:14]([NH2:16])[CH3:15].C([O-])([O-])=O.[Na+].[Na+].O. (3) Given the product [Br:1][CH2:2][CH2:3][CH2:4][CH2:5][CH2:6][CH2:7][CH2:8][CH2:9][CH2:10][CH2:11][CH2:12][C:13]([OH:17])=[O:14], predict the reactants needed to synthesize it. The reactants are: [Br:1][CH2:2][CH2:3][CH2:4][CH2:5][CH2:6][CH2:7][CH2:8][CH2:9][CH2:10][CH2:11][CH2:12][CH2:13][OH:14].CC(C)=[O:17].OS(O)(=O)=O.O=[Cr](=O)=O. (4) Given the product [CH:15]1([CH2:20][CH2:21][CH2:22][O:1][C:2]2[C:7]3[C:8](=[O:14])[O:9][C:10]([CH3:12])([CH3:13])[O:11][C:6]=3[CH:5]=[CH:4][CH:3]=2)[CH2:19][CH2:18][CH2:17][CH2:16]1, predict the reactants needed to synthesize it. The reactants are: [OH:1][C:2]1[C:7]2[C:8](=[O:14])[O:9][C:10]([CH3:13])([CH3:12])[O:11][C:6]=2[CH:5]=[CH:4][CH:3]=1.[CH:15]1([CH2:20][CH2:21][CH2:22]O)[CH2:19][CH2:18][CH2:17][CH2:16]1.